This data is from Full USPTO retrosynthesis dataset with 1.9M reactions from patents (1976-2016). The task is: Predict the reactants needed to synthesize the given product. (1) Given the product [OH:10][C:3]1[C:4]([C:5]#[N:6])=[CH:7][CH:8]=[CH:9][C:2]=1[C:26]1[CH:27]=[CH:28][C:29]([O:30][CH2:31][C:32]2[CH:41]=[CH:40][C:39]3[C:34](=[CH:35][CH:36]=[CH:37][CH:38]=3)[N:33]=2)=[CH:42][CH:43]=1, predict the reactants needed to synthesize it. The reactants are: Br[C:2]1[C:3]([O:10][Si](C(C)(C)C)(C)C)=[C:4]([CH:7]=[CH:8][CH:9]=1)[C:5]#[N:6].CC1(C)C(C)(C)OB([C:26]2[CH:43]=[CH:42][C:29]([O:30][CH2:31][C:32]3[CH:41]=[CH:40][C:39]4[C:34](=[CH:35][CH:36]=[CH:37][CH:38]=4)[N:33]=3)=[CH:28][CH:27]=2)O1.C([O-])([O-])=O.[Na+].[Na+]. (2) Given the product [CH3:1][C:2]1[CH:3]=[C:4]([CH:24]=[CH:25][CH:26]=1)[O:5][C:6]1[CH:11]=[CH:10][C:9]([CH2:12][NH:13][C:14](=[O:23])[C:15]2[CH:20]=[CH:19][C:18]([CH3:21])=[N:17][C:16]=2[NH2:27])=[CH:8][CH:7]=1, predict the reactants needed to synthesize it. The reactants are: [CH3:1][C:2]1[CH:3]=[C:4]([CH:24]=[CH:25][CH:26]=1)[O:5][C:6]1[CH:11]=[CH:10][C:9]([CH2:12][NH:13][C:14](=[O:23])[C:15]2[CH:20]=[CH:19][C:18]([CH3:21])=[N:17][C:16]=2Cl)=[CH:8][CH:7]=1.[NH3:27]. (3) The reactants are: [O:1]1[CH2:5][CH2:4][CH2:3][CH:2]1[C:6]([N:8]1[CH2:13][CH2:12][NH:11][CH2:10][CH2:9]1)=[O:7].O1C=CC=C1C(N1CCNCC1)=O.[BrH:27]. Given the product [BrH:27].[O:1]1[CH2:5][CH2:4][CH2:3][CH:2]1[C:6]([N:8]1[CH2:9][CH2:10][NH:11][CH2:12][CH2:13]1)=[O:7], predict the reactants needed to synthesize it. (4) The reactants are: [NH2:1][C:2]1[CH:7]=[C:6]([Cl:8])[C:5]([CH3:9])=[CH:4][C:3]=1[S:10]([OH:13])(=[O:12])=[O:11].[Br:14][C:15]1[CH:20]=[CH:19][CH:18]=[C:17]([N:21]=[C:22]=[O:23])[CH:16]=1.C(N(CC)CC)C. Given the product [Br:14][C:15]1[CH:16]=[C:17]([NH:21][C:22](=[O:23])[NH:1][C:2]2[CH:7]=[C:6]([Cl:8])[C:5]([CH3:9])=[CH:4][C:3]=2[S:10]([OH:13])(=[O:12])=[O:11])[CH:18]=[CH:19][CH:20]=1, predict the reactants needed to synthesize it. (5) The reactants are: Cl[C:2]([O:4][CH2:5][CH:6]=[CH2:7])=[O:3].[OH:8][C@H:9]1[CH2:13][NH:12][C@H:11]([C:14]([OH:16])=[O:15])[CH2:10]1.[OH-].[Na+].[Na+].[Cl-]. Given the product [CH2:5]([O:4][C:2]([N:12]1[CH2:13][C@H:9]([OH:8])[CH2:10][C@H:11]1[C:14]([OH:16])=[O:15])=[O:3])[CH:6]=[CH2:7], predict the reactants needed to synthesize it. (6) Given the product [CH3:22][N:2]([CH3:1])[CH2:3][CH2:4][C@H:5]([O:11][C:12]1[C:21]2[C:16](=[CH:17][CH:18]=[CH:19][CH:20]=2)[CH:15]=[CH:14][CH:13]=1)[C:6]1[S:7][CH:8]=[CH:9][CH:10]=1, predict the reactants needed to synthesize it. The reactants are: [CH3:1][N:2]([CH3:22])[CH2:3][CH2:4][CH:5]([O:11][C:12]1[C:21]2[C:16](=[CH:17][CH:18]=[CH:19][CH:20]=2)[CH:15]=[CH:14][CH:13]=1)[C:6]1[S:7][CH:8]=[CH:9][CH:10]=1.C1(C)C=CC(C([C@@](C(O)=O)(O)[C@@](C(C2C=CC(C)=CC=2)=O)(O)C(O)=O)=O)=CC=1. (7) Given the product [C:1]1([CH:7]([C:49]2[CH:54]=[CH:53][CH:52]=[CH:51][CH:50]=2)[N:8]2[CH:13]=[CH:12][CH:11]=[C:10]([C:14]([NH:16][C@@H:17]([CH2:23][CH2:24][CH2:25][NH:26][C:27]([NH:29][S:30]([C:33]3[C:34]([CH3:47])=[C:35]4[C:40](=[C:41]([CH3:44])[C:42]=3[CH3:43])[O:39][C:38]([CH3:46])([CH3:45])[CH2:37][CH2:36]4)(=[O:31])=[O:32])=[NH:28])[CH2:18][C:19]([OH:21])=[O:20])=[O:15])[C:9]2=[O:48])[CH:6]=[CH:5][CH:4]=[CH:3][CH:2]=1, predict the reactants needed to synthesize it. The reactants are: [C:1]1([CH:7]([C:49]2[CH:54]=[CH:53][CH:52]=[CH:51][CH:50]=2)[N:8]2[CH:13]=[CH:12][CH:11]=[C:10]([C:14]([NH:16][C@@H:17]([CH2:23][CH2:24][CH2:25][NH:26][C:27]([NH:29][S:30]([C:33]3[C:34]([CH3:47])=[C:35]4[C:40](=[C:41]([CH3:44])[C:42]=3[CH3:43])[O:39][C:38]([CH3:46])([CH3:45])[CH2:37][CH2:36]4)(=[O:32])=[O:31])=[NH:28])[CH2:18][C:19]([O:21]C)=[O:20])=[O:15])[C:9]2=[O:48])[CH:6]=[CH:5][CH:4]=[CH:3][CH:2]=1. (8) The reactants are: [N+:1]([C:4]1[C:5]([O:22][CH3:23])=[N:6][C:7]([NH:12][CH2:13][CH2:14][S:15]([NH:18][CH:19]([CH3:21])[CH3:20])(=[O:17])=[O:16])=[N:8][C:9]=1[O:10][CH3:11])([O-])=O.C([O-])=O.[NH4+]. Given the product [NH2:1][C:4]1[C:9]([O:10][CH3:11])=[N:8][C:7]([NH:12][CH2:13][CH2:14][S:15]([NH:18][CH:19]([CH3:20])[CH3:21])(=[O:17])=[O:16])=[N:6][C:5]=1[O:22][CH3:23], predict the reactants needed to synthesize it. (9) Given the product [CH2:24]([O:1][C:2]1[CH:3]=[CH:4][C:5]([C:6]([N:8]2[CH2:12][CH2:11][C@@:10]3([C:16]4[CH:17]=[CH:18][CH:19]=[CH:20][C:15]=4[C:14](=[O:21])[O:13]3)[CH2:9]2)=[O:7])=[CH:22][CH:23]=1)[C:25]1[CH:30]=[CH:29][CH:28]=[CH:27][CH:26]=1, predict the reactants needed to synthesize it. The reactants are: [OH:1][C:2]1[CH:23]=[CH:22][C:5]([C:6]([N:8]2[CH2:12][CH2:11][C@@:10]3([C:16]4[CH:17]=[CH:18][CH:19]=[CH:20][C:15]=4[C:14](=[O:21])[O:13]3)[CH2:9]2)=[O:7])=[CH:4][CH:3]=1.[CH2:24](Br)[C:25]1[CH:30]=[CH:29][CH:28]=[CH:27][CH:26]=1.C(=O)([O-])[O-].[K+].[K+].